From a dataset of Reaction yield outcomes from USPTO patents with 853,638 reactions. Predict the reaction yield, written as a fraction of the theoretical maximum amount of product (1.0 means a 100% yield; for example, 0.34 means a 34% yield). (1) The reactants are [CH3:1][C:2]1[C:10]([CH3:11])=[CH:9][CH:8]=[CH:7][C:3]=1[C:4]([OH:6])=[O:5].[N+]([O-])(O)=O.[Br:16]Br. The catalyst is C(O)(=O)C.O.[N+]([O-])([O-])=O.[Ag+]. The product is [Br:16][C:8]1[CH:9]=[C:10]([CH3:11])[C:2]([CH3:1])=[C:3]([CH:7]=1)[C:4]([OH:6])=[O:5]. The yield is 0.830. (2) The reactants are [CH3:1][C:2]([C:6]1[NH:10][N:9]=[C:8]([C:11]2[CH:16]=[CH:15][CH:14]=[CH:13][CH:12]=2)[N:7]=1)([CH3:5])[CH2:3][NH2:4].[F:17][C:18]([F:34])([F:33])[C:19]1[O:23][N:22]=[C:21]([C:24]2[CH:25]=[C:26]([CH:30]=[CH:31][CH:32]=2)[C:27](O)=[O:28])[N:20]=1. No catalyst specified. The product is [CH3:5][C:2]([C:6]1[NH:10][N:9]=[C:8]([C:11]2[CH:16]=[CH:15][CH:14]=[CH:13][CH:12]=2)[N:7]=1)([CH3:1])[CH2:3][NH:4][C:27](=[O:28])[C:26]1[CH:30]=[CH:31][CH:32]=[C:24]([C:21]2[N:20]=[C:19]([C:18]([F:34])([F:33])[F:17])[O:23][N:22]=2)[CH:25]=1. The yield is 0.250. (3) The reactants are [NH2:1][C:2]1[CH:3]=[C:4]([OH:9])[CH:5]=[CH:6][C:7]=1[F:8].[C:10](=[O:13])([O-:12])[O-].[Na+].[Na+].O1[CH2:20][CH2:19][CH2:18]C1.[C:21]([O:25][C:26](O[C:26]([O:25][C:21]([CH3:24])([CH3:23])[CH3:22])=[O:27])=[O:27])([CH3:24])([CH3:23])[CH3:22].[C:36](OCC)(=O)C. No catalyst specified. The product is [C:26](=[O:27])([O:25][C:21]([CH3:23])([CH3:22])[CH3:24])[O:9][C:4]1[CH:5]=[CH:6][C:7]([F:8])=[C:2]([NH:1][C:10]([O:12][C:19]([CH3:18])([CH3:20])[CH3:36])=[O:13])[CH:3]=1. The yield is 0.700. (4) The reactants are [F:1][C:2]1[CH:3]=[CH:4][C:5]([O:10][C:11]2[CH:25]=[CH:24][C:14]3[C:15]([CH2:18][N:19]4[CH2:23][CH2:22][CH2:21][CH2:20]4)=[N:16][O:17][C:13]=3[CH:12]=2)=[C:6]([CH:9]=1)[CH2:7][NH2:8].FC(F)(F)C[O:29][C:30](=O)[NH:31][C:32]1[N:33]([C:41]2[CH:46]=[CH:45][C:44]([CH3:47])=[CH:43][CH:42]=2)[N:34]=[C:35]([C:37]([CH3:40])([CH3:39])[CH3:38])[CH:36]=1.C(N(C(C)C)CC)(C)C. The catalyst is CN(C=O)C. The product is [C:37]([C:35]1[CH:36]=[C:32]([NH:31][C:30]([NH:8][CH2:7][C:6]2[CH:9]=[C:2]([F:1])[CH:3]=[CH:4][C:5]=2[O:10][C:11]2[CH:25]=[CH:24][C:14]3[C:15]([CH2:18][N:19]4[CH2:20][CH2:21][CH2:22][CH2:23]4)=[N:16][O:17][C:13]=3[CH:12]=2)=[O:29])[N:33]([C:41]2[CH:46]=[CH:45][C:44]([CH3:47])=[CH:43][CH:42]=2)[N:34]=1)([CH3:40])([CH3:38])[CH3:39]. The yield is 0.340. (5) The reactants are C(OC([NH:8][CH2:9][CH:10]1[CH2:15][CH2:14][N:13]([C:16]2[N:20]([CH3:21])[N:19]=[CH:18][C:17]=2[NH:22][C:23]([C:25]2[N:26]=[C:27](Br)[S:28][C:29]=2[NH:30]C(=O)OC(C)(C)C)=[O:24])[CH2:12][CH2:11]1)=O)CCC.[C:39]1(B(O)O)[CH2:44][CH2:43][CH2:42][CH2:41][CH:40]=1. No catalyst specified. The product is [NH2:30][C:29]1[S:28][C:27]([C:39]2[CH2:44][CH2:43][CH2:42][CH2:41][CH:40]=2)=[N:26][C:25]=1[C:23]([NH:22][C:17]1[CH:18]=[N:19][N:20]([CH3:21])[C:16]=1[N:13]1[CH2:12][CH2:11][CH:10]([CH2:9][NH2:8])[CH2:15][CH2:14]1)=[O:24]. The yield is 0.260. (6) The reactants are [N+:1]([C:4]1[CH:9]=[CH:8][C:7]([C:10]2[CH:15]=[CH:14][C:13]([C:16]([OH:18])=O)=[CH:12][CH:11]=2)=[CH:6][CH:5]=1)([O-:3])=[O:2].C(Cl)(=O)C(Cl)=O.Cl.[CH3:26][NH:27][C@H:28]([C:32]([O:34][CH3:35])=[O:33])[CH:29]([CH3:31])[CH3:30].C(N(CC)CC)C. The catalyst is C(Cl)Cl.CN(C)C=O. The product is [CH3:26][N:27]([C:16]([C:13]1[CH:12]=[CH:11][C:10]([C:7]2[CH:6]=[CH:5][C:4]([N+:1]([O-:3])=[O:2])=[CH:9][CH:8]=2)=[CH:15][CH:14]=1)=[O:18])[C@H:28]([C:32]([O:34][CH3:35])=[O:33])[CH:29]([CH3:31])[CH3:30]. The yield is 0.920. (7) The reactants are C(O)(C(F)(F)F)=O.[Cl:8][C:9]1[CH:10]=[CH:11][C:12]([S:41]([CH2:44][CH3:45])(=[O:43])=[O:42])=[C:13]([CH:40]=1)[NH:14][NH:15][C:16]([C:18]1[CH:37]=[CH:36][C:21]([NH:22][CH:23]2[CH2:28][CH2:27][N:26](C(OC(C)(C)C)=O)[CH2:25][CH2:24]2)=[C:20]([O:38][CH3:39])[CH:19]=1)=[O:17]. The catalyst is C(Cl)Cl. The product is [ClH:8].[Cl:8][C:9]1[CH:10]=[CH:11][C:12]([S:41]([CH2:44][CH3:45])(=[O:42])=[O:43])=[C:13]([NH:14][NH:15][C:16](=[O:17])[C:18]2[CH:37]=[CH:36][C:21]([NH:22][CH:23]3[CH2:28][CH2:27][NH:26][CH2:25][CH2:24]3)=[C:20]([O:38][CH3:39])[CH:19]=2)[CH:40]=1. The yield is 0.630. (8) The reactants are N1C2C(=CC=C3C=2N=CC=C3)C=CC=1.C([O-])([O-])=O.[Cs+].[Cs+].I[C:22]1[CH:27]=[CH:26][C:25]([O:28][CH3:29])=[CH:24][CH:23]=1.[N:30]1[CH:35]=[CH:34][CH:33]=[CH:32][C:31]=1[CH2:36][OH:37]. The catalyst is [Cu]I.C1(C)C=CC=CC=1. The product is [CH3:29][O:28][C:25]1[CH:26]=[CH:27][C:22]([O:37][CH2:36][C:31]2[CH:32]=[CH:33][CH:34]=[CH:35][N:30]=2)=[CH:23][CH:24]=1. The yield is 0.560.